This data is from Forward reaction prediction with 1.9M reactions from USPTO patents (1976-2016). The task is: Predict the product of the given reaction. (1) Given the reactants [F:1][C:2]([F:49])([F:48])[C:3]1[CH:4]=[C:5]([CH:41]=[C:42]([C:44]([F:47])([F:46])[F:45])[CH:43]=1)[CH2:6][N:7]([CH2:23][C:24]1[CH:29]=[C:28]([C:30]([F:33])([F:32])[F:31])[CH:27]=[CH:26][C:25]=1[N:34]([CH2:39][CH3:40])[CH2:35][CH2:36][O:37][CH3:38])[C:8]1[N:13]=[CH:12][C:11]([N:14]2[CH2:19][CH2:18][CH:17]([C:20]([OH:22])=[O:21])[CH2:16][CH2:15]2)=[CH:10][N:9]=1.[OH-].[Na+:51], predict the reaction product. The product is: [Na+:51].[F:49][C:2]([F:1])([F:48])[C:3]1[CH:4]=[C:5]([CH:41]=[C:42]([C:44]([F:47])([F:46])[F:45])[CH:43]=1)[CH2:6][N:7]([CH2:23][C:24]1[CH:29]=[C:28]([C:30]([F:33])([F:32])[F:31])[CH:27]=[CH:26][C:25]=1[N:34]([CH2:39][CH3:40])[CH2:35][CH2:36][O:37][CH3:38])[C:8]1[N:13]=[CH:12][C:11]([N:14]2[CH2:15][CH2:16][CH:17]([C:20]([O-:22])=[O:21])[CH2:18][CH2:19]2)=[CH:10][N:9]=1. (2) Given the reactants [CH3:1][O:2][C:3](=[O:13])[C:4]1[CH:9]=[C:8]([OH:10])[C:7]([OH:11])=[C:6]([OH:12])[CH:5]=1.C(OC(OCC)OCC)C.[CH2:24](Br)[C:25]1[CH:30]=[CH:29][CH:28]=[CH:27][CH:26]=1.C(=O)([O-])[O-].[K+].[K+].C(N(CC)CC)C, predict the reaction product. The product is: [CH2:24]([O:12][C:6]1[CH:5]=[C:4]([CH:9]=[C:8]([OH:10])[C:7]=1[OH:11])[C:3]([O:2][CH3:1])=[O:13])[C:25]1[CH:30]=[CH:29][CH:28]=[CH:27][CH:26]=1. (3) Given the reactants Cl[SiH:2]1[N:6]([C:7]([CH3:10])([CH3:9])[CH3:8])[CH:5]=[CH:4][N:3]1[C:11]([CH3:14])([CH3:13])[CH3:12].O1CCCC1.[CH3:20][C:21]([CH3:25])=[CH:22][Mg]Br, predict the reaction product. The product is: [C:11]([N:3]1[CH:4]=[CH:5][N:6]([C:7]([CH3:10])([CH3:9])[CH3:8])[SiH:2]1[CH:20]=[C:21]([CH3:25])[CH3:22])([CH3:14])([CH3:13])[CH3:12]. (4) Given the reactants [N+:1]([C:4]1[N:8]=[CH:7][N:6]([C:9]2[CH:16]=[CH:15][C:14]([CH:17]=[CH2:18])=[CH:13][C:10]=2[C:11]#[N:12])[N:5]=1)([O-:3])=[O:2].Br[CH:20]([C:25]1[CH:26]=[C:27]([Cl:33])[C:28]([Cl:32])=[C:29]([Cl:31])[CH:30]=1)[C:21]([F:24])([F:23])[F:22].N1C=CC=CC=1C1C=CC=CN=1, predict the reaction product. The product is: [N+:1]([C:4]1[N:8]=[CH:7][N:6]([C:9]2[CH:16]=[CH:15][C:14](/[CH:17]=[CH:18]/[CH:20]([C:25]3[CH:26]=[C:27]([Cl:33])[C:28]([Cl:32])=[C:29]([Cl:31])[CH:30]=3)[C:21]([F:23])([F:22])[F:24])=[CH:13][C:10]=2[C:11]#[N:12])[N:5]=1)([O-:3])=[O:2]. (5) Given the reactants CN(C)C=O.[C:6]1([SH:12])[CH:11]=[CH:10][CH:9]=[CH:8][CH:7]=1.C([O-])([O-])=O.[Na+].[Na+].Cl[C:20]1[CH:27]=[CH:26][C:23]([CH:24]=[O:25])=[CH:22][CH:21]=1, predict the reaction product. The product is: [C:6]1([S:12][C:20]2[CH:27]=[CH:26][C:23]([CH:24]=[O:25])=[CH:22][CH:21]=2)[CH:11]=[CH:10][CH:9]=[CH:8][CH:7]=1. (6) Given the reactants [NH2:1][C@@H:2]([CH2:20][C:21]1[CH:26]=[CH:25][C:24](Cl)=[CH:23][CH:22]=1)[CH2:3][NH:4][C:5]1[O:9][N:8]=[C:7]([C:10]2[CH:11]=[C:12]3[C:17](=[CH:18][CH:19]=2)[CH:16]=[N:15][CH:14]=[CH:13]3)[CH:6]=1.[C:28]1([CH2:34]CC#N)[CH:33]=[CH:32][CH:31]=[CH:30][CH:29]=1, predict the reaction product. The product is: [NH2:1][C@@H:2]([CH2:20][C:21]1[CH:26]=[CH:25][CH:24]=[CH:23][CH:22]=1)[CH2:3][NH:4][C:5]1[O:9][N:8]=[C:7]([C:10]2[CH:11]=[C:12]3[C:17](=[CH:18][CH:19]=2)[CH:16]=[N:15][CH:14]=[CH:13]3)[C:6]=1[CH2:34][C:28]1[CH:33]=[CH:32][CH:31]=[CH:30][CH:29]=1.